Dataset: Retrosynthesis with 50K atom-mapped reactions and 10 reaction types from USPTO. Task: Predict the reactants needed to synthesize the given product. (1) Given the product Cc1c(C(=O)O)nc2ccc(Cl)cn12, predict the reactants needed to synthesize it. The reactants are: COC(=O)c1nc2ccc(Cl)cn2c1C. (2) Given the product CCC(=O)N[C@@H]1CCc2ccccc2C1, predict the reactants needed to synthesize it. The reactants are: CCC(=O)OC(=O)CC.N[C@@H]1CCc2ccccc2C1. (3) The reactants are: O=C([O-])[O-].O=C1OCCc2c(I)csc21. Given the product Cc1csc2c1CCOC2=O, predict the reactants needed to synthesize it. (4) The reactants are: CC(=O)OC(C)=O.N[C@H](CNc1ncc(-c2ccc3c(c2)CC(=O)N3)s1)Cc1ccc(C(F)(F)F)cc1. Given the product CC(=O)N[C@H](CNc1ncc(-c2ccc3c(c2)CC(=O)N3)s1)Cc1ccc(C(F)(F)F)cc1, predict the reactants needed to synthesize it. (5) The reactants are: COc1ccc(COC(=O)C(O)CC(C)C)cc1.Cn1cc(Br)c(NC(=O)OCC(Cl)(Cl)Cl)n1. Given the product COc1ccc(COC(=O)[C@H](CC(C)C)N(C(=O)OCC(Cl)(Cl)Cl)c2nn(C)cc2Br)cc1, predict the reactants needed to synthesize it.